Dataset: Full USPTO retrosynthesis dataset with 1.9M reactions from patents (1976-2016). Task: Predict the reactants needed to synthesize the given product. (1) Given the product [F:21][C:18]1[CH:17]=[CH:16][C:15]([CH2:14][N:13]2[CH2:12][C:5]([CH3:11])([CH2:6][CH2:7][CH:8]([CH3:9])[CH3:10])[C:4]([OH:22])=[C:38]([C:33]3[NH:32][C:31]4[CH:42]=[CH:43][C:28]([NH:27][S:24]([CH3:23])(=[O:26])=[O:25])=[CH:29][C:30]=4[S:35](=[O:36])(=[O:37])[N:34]=3)[C:39]2=[O:40])=[CH:20][CH:19]=1, predict the reactants needed to synthesize it. The reactants are: C(O[C:4](=[O:22])[C:5]([CH2:12][NH:13][CH2:14][C:15]1[CH:20]=[CH:19][C:18]([F:21])=[CH:17][CH:16]=1)([CH3:11])[CH2:6][CH2:7][CH:8]([CH3:10])[CH3:9])C.[CH3:23][S:24]([NH:27][C:28]1[CH:43]=[CH:42][C:31]2[NH:32][C:33]([CH2:38][C:39](O)=[O:40])=[N:34][S:35](=[O:37])(=[O:36])[C:30]=2[CH:29]=1)(=[O:26])=[O:25].Cl.CN(C)CCCN=C=NCC.CN1CCOCC1.[H-].[Na+]. (2) The reactants are: [Br:1][C:2]1[CH:3]=[C:4]([OH:9])[CH:5]=[C:6]([Br:8])[CH:7]=1.C(=O)([O-])[O-].[K+].[K+].S(OCC)(O[CH2:20][CH3:21])(=O)=O. Given the product [Br:1][C:2]1[CH:3]=[C:4]([O:9][CH2:20][CH3:21])[CH:5]=[C:6]([Br:8])[CH:7]=1, predict the reactants needed to synthesize it. (3) The reactants are: [N:1]1[CH:6]=[CH:5][CH:4]=[C:3]([C:7](=[S:9])[NH2:8])[CH:2]=1.Br[CH:11]([CH:16]([CH3:18])[CH3:17])[C:12](OC)=[O:13].N1C=CC=CC=1. Given the product [CH:16]([C:11]1[S:9][C:7]([C:3]2[CH:2]=[N:1][CH:6]=[CH:5][CH:4]=2)=[N:8][C:12]=1[OH:13])([CH3:18])[CH3:17], predict the reactants needed to synthesize it. (4) The reactants are: [CH:1]1([CH2:4][N:5]2[C:10]([NH:11][NH2:12])=[CH:9][C:8](=[O:13])[N:7]([CH3:14])[C:6]2=[O:15])[CH2:3][CH2:2]1.[Cl:16][C:17]1[CH:18]=[C:19]2[C:23](=[CH:24][CH:25]=1)[NH:22][N:21]=[C:20]2[CH:26]=O.[CH:28]([C:30]1[N:34]([CH3:35])[CH:33]=[C:32]([C:36]([OH:38])=[O:37])[CH:31]=1)=O. Given the product [Cl:16][C:17]1[CH:18]=[C:19]2[C:23](=[CH:24][CH:25]=1)[NH:22][N:21]=[C:20]2[CH2:26][N:12]1[C:28]([C:30]2[N:34]([CH3:35])[CH:33]=[C:32]([C:36]([OH:38])=[O:37])[CH:31]=2)=[C:9]2[C:10]([N:5]([CH2:4][CH:1]3[CH2:2][CH2:3]3)[C:6](=[O:15])[N:7]([CH3:14])[C:8]2=[O:13])=[N:11]1, predict the reactants needed to synthesize it. (5) Given the product [CH2:1]([C:5]1[C:6]([CH2:12][OH:14])=[N:7][CH:8]=[CH:9][CH:10]=1)[CH:2]([CH3:4])[CH3:3], predict the reactants needed to synthesize it. The reactants are: [CH2:1]([C:5]1[C:6]([CH3:12])=[N+:7]([O-])[CH:8]=[CH:9][CH:10]=1)[CH:2]([CH3:4])[CH3:3].C([O-])([O-])=[O:14].[K+].[K+].